Task: Predict the product of the given reaction.. Dataset: Forward reaction prediction with 1.9M reactions from USPTO patents (1976-2016) (1) The product is: [CH3:27][C:24]1[N:23]=[C:22]([C:18]2[CH:17]=[C:16]([C@H:15]([NH:28][CH3:29])[CH2:14][N:11]3[CH2:12][CH2:13][C@H:9]([OH:8])[CH2:10]3)[CH:21]=[CH:20][CH:19]=2)[O:26][N:25]=1. Given the reactants [Si]([O:8][C@H:9]1[CH2:13][CH2:12][N:11]([CH2:14][C@@H:15]([N:28](C)[C:29](=O)OCC2C=CC=CC=2)[C:16]2[CH:21]=[CH:20][CH:19]=[C:18]([C:22]3[O:26][N:25]=[C:24]([CH3:27])[N:23]=3)[CH:17]=2)[CH2:10]1)(C(C)(C)C)(C)C, predict the reaction product. (2) Given the reactants [Br:1][C:2]1[CH:7]=[CH:6][C:5]([CH:8](Cl)[N:9]=[C:10]=[O:11])=[CH:4][CH:3]=1.[F:13][CH:14]([F:36])[C:15]1[CH:16]=[C:17]([NH:21][C:22]2[CH2:27][CH2:26][N:25](C(OC(C)(C)C)=O)[C:24](=[O:35])[CH:23]=2)[CH:18]=[CH:19][CH:20]=1.O, predict the reaction product. The product is: [Br:1][C:2]1[CH:7]=[CH:6][C:5]([CH:8]2[NH:9][C:10](=[O:11])[N:21]([C:17]3[CH:18]=[CH:19][CH:20]=[C:15]([CH:14]([F:13])[F:36])[CH:16]=3)[C:22]3[CH2:27][CH2:26][NH:25][C:24](=[O:35])[C:23]2=3)=[CH:4][CH:3]=1. (3) The product is: [C:1]([N:4]1[CH2:5][CH2:6][C:7]2([N:11]([CH2:24][C:25]3[CH:30]=[CH:29][CH:28]=[CH:27][CH:26]=3)[C:10](=[O:12])[C@H:9]([CH2:13][C:14]3[CH:19]=[CH:18][CH:17]=[CH:16][CH:15]=3)[NH:8]2)[CH2:20][CH2:21]1)(=[O:3])[CH3:2]. Given the reactants [C:1]([N:4]1[CH2:21][CH2:20][C:7]2([NH:11][C:10](=[O:12])[C@H:9]([CH2:13][C:14]3[CH:19]=[CH:18][CH:17]=[CH:16][CH:15]=3)[NH:8]2)[CH2:6][CH2:5]1)(=[O:3])[CH3:2].[H-].[Na+].[CH2:24](Cl)[C:25]1[CH:30]=[CH:29][CH:28]=[CH:27][CH:26]=1.Cl, predict the reaction product. (4) Given the reactants [CH3:1][O:2][C:3]1[S:7][C:6]2=[N:8][C:9]([C:11]3[O:12][C:13]4[C:14](=[C:16]([OH:20])[CH:17]=[CH:18][CH:19]=4)[CH:15]=3)=[CH:10][N:5]2[N:4]=1.C1(P(C2C=CC=CC=2)C2C=CC=CC=2)C=CC=CC=1.[C:40]1([C:46]2[S:47][CH:48]=[C:49]([CH2:51]O)[N:50]=2)[CH:45]=[CH:44][CH:43]=[CH:42][CH:41]=1.N(C(OC(C)C)=O)=NC(OC(C)C)=O, predict the reaction product. The product is: [CH3:1][O:2][C:3]1[S:7][C:6]2=[N:8][C:9]([C:11]3[O:12][C:13]4[CH:19]=[CH:18][CH:17]=[C:16]([O:20][CH2:51][C:49]5[N:50]=[C:46]([C:40]6[CH:41]=[CH:42][CH:43]=[CH:44][CH:45]=6)[S:47][CH:48]=5)[C:14]=4[CH:15]=3)=[CH:10][N:5]2[N:4]=1. (5) Given the reactants I([O-])(=O)(=O)=O.[Na+].[C:7]([O:11][C:12]([N:14]1[CH2:19][CH2:18][N:17]([CH2:20][CH2:21][CH:22]=C)[C:16](=[O:24])[CH2:15]1)=[O:13])([CH3:10])([CH3:9])[CH3:8].[NH:25]1[CH2:31][CH2:30][CH2:29][C@@H:26]1[CH2:27][OH:28].B.N1C=CC=CC=1.C(O)(=O)C.[OH-].[NH4+], predict the reaction product. The product is: [C:7]([O:11][C:12]([N:14]1[CH2:19][CH2:18][N:17]([CH2:20][CH2:21][CH2:22][N:25]2[CH2:31][CH2:30][CH2:29][C@@H:26]2[CH2:27][OH:28])[C:16](=[O:24])[CH2:15]1)=[O:13])([CH3:8])([CH3:9])[CH3:10]. (6) Given the reactants C1C2C(CO[C:16]([NH:18][C@@H:19]([C:23]3[CH:28]=[CH:27][CH:26]=[CH:25][CH:24]=3)[C:20]([OH:22])=O)=[O:17])C3C(=CC=CC=3)C=2C=CC=1.C(OC(=O)[NH:35][CH2:36][C:37]1[CH:42]=[CH:41][C:40]([NH2:43])=[CH:39][CH:38]=1)(C)(C)C.[CH2:45]([O:52][C:53]1[CH:58]=[CH:57][C:56]([N:59]=C=O)=[CH:55][CH:54]=1)[C:46]1[CH:51]=[CH:50][CH:49]=[CH:48][CH:47]=1, predict the reaction product. The product is: [NH2:35][CH2:36][C:37]1[CH:38]=[CH:39][C:40]([NH:43][C:20](=[O:22])[C@@H:19]([NH:18][C:16]([NH:59][C:56]2[CH:55]=[CH:54][C:53]([O:52][CH2:45][C:46]3[CH:47]=[CH:48][CH:49]=[CH:50][CH:51]=3)=[CH:58][CH:57]=2)=[O:17])[C:23]2[CH:24]=[CH:25][CH:26]=[CH:27][CH:28]=2)=[CH:41][CH:42]=1.